The task is: Predict the product of the given reaction.. This data is from Forward reaction prediction with 1.9M reactions from USPTO patents (1976-2016). (1) The product is: [CH3:1][O:2][C:3](=[O:33])[C@H:4]([CH2:16][C:17]1[CH:22]=[CH:21][C:20]([C:23]2[C:24]([O:31][CH3:32])=[CH:25][CH:26]=[C:27]([C:39](=[O:40])[NH2:38])[C:28]=2[O:29][CH3:30])=[CH:19][CH:18]=1)[NH:5][C:6](=[O:15])[C:7]1[C:12]([Cl:13])=[CH:11][CH:10]=[CH:9][C:8]=1[Cl:14]. Given the reactants [CH3:1][O:2][C:3](=[O:33])[C@H:4]([CH2:16][C:17]1[CH:22]=[CH:21][C:20]([C:23]2[C:28]([O:29][CH3:30])=[CH:27][CH:26]=[CH:25][C:24]=2[O:31][CH3:32])=[CH:19][CH:18]=1)[NH:5][C:6](=[O:15])[C:7]1[C:12]([Cl:13])=[CH:11][CH:10]=[CH:9][C:8]=1[Cl:14].ClS([N:38]=[C:39]=[O:40])(=O)=O, predict the reaction product. (2) Given the reactants [C:1]1([C:11]([OH:13])=O)[C:10]2[C:5](=[CH:6][CH:7]=[CH:8][CH:9]=2)[CH:4]=[CH:3][CH:2]=1.[C:14]1([SH:20])[CH:19]=[CH:18][CH:17]=CC=1, predict the reaction product. The product is: [S:20]1[CH:14]=[C:19]([C:11]([C:1]2[C:10]3[C:5](=[CH:6][CH:7]=[CH:8][CH:9]=3)[CH:4]=[CH:3][CH:2]=2)=[O:13])[CH:18]=[CH:17]1. (3) Given the reactants O=S(Cl)Cl.[CH3:5][C:6]1[CH:14]=[C:13]([N+:15]([O-:17])=[O:16])[CH:12]=[CH:11][C:7]=1[C:8]([OH:10])=[O:9].[CH3:18]O, predict the reaction product. The product is: [CH3:5][C:6]1[CH:14]=[C:13]([N+:15]([O-:17])=[O:16])[CH:12]=[CH:11][C:7]=1[C:8]([O:10][CH3:18])=[O:9]. (4) Given the reactants [F:1][C:2]1[CH:3]=[CH:4][C:5](B2OC(C)(C)C(C)(C)O2)=[C:6]2[C:10]=1[C@H:9]([O:11][C:12]1[CH:25]=[CH:24][C:15]3[C@H:16]([CH2:19][C:20]([O:22][CH3:23])=[O:21])[CH2:17][O:18][C:14]=3[CH:13]=1)[CH2:8][CH2:7]2.Br[C:36]1[C:48]([CH2:49][O:50][CH3:51])=[CH:47][C:39]([O:40][CH2:41][C:42]2([CH3:46])[CH2:45][O:44][CH2:43]2)=[CH:38][C:37]=1[CH2:52][O:53][CH3:54].BrC1C=CC(F)=C2C=1CC[C@H]2OC1C=CC2[C@H](CC(OC)=O)COC=2C=1, predict the reaction product. The product is: [CH3:54][O:53][CH2:52][C:37]1[CH:38]=[C:39]([O:40][CH2:41][C:42]2([CH3:46])[CH2:45][O:44][CH2:43]2)[CH:47]=[C:48]([CH2:49][O:50][CH3:51])[C:36]=1[C:5]1[CH:4]=[CH:3][C:2]([F:1])=[C:10]2[C:6]=1[CH2:7][CH2:8][C@H:9]2[O:11][C:12]1[CH:25]=[CH:24][C:15]2[C@H:16]([CH2:19][C:20]([O:22][CH3:23])=[O:21])[CH2:17][O:18][C:14]=2[CH:13]=1. (5) Given the reactants [CH2:1]([O:3][C:4]1[CH:11]=[C:10]([O:12][CH2:13][CH3:14])[CH:9]=[CH:8][C:5]=1[CH:6]=O)[CH3:2].C([O-])(=O)C.[Na+].[N+:20](CC)([O-])=O, predict the reaction product. The product is: [CH2:1]([O:3][C:4]1[CH:11]=[C:10]([O:12][CH2:13][CH3:14])[CH:9]=[CH:8][C:5]=1[C:6]#[N:20])[CH3:2]. (6) Given the reactants [CH3:1][N:2]([C:6]1[CH:11]=[CH:10][C:9]([N+:12]([O-])=O)=[CH:8][N:7]=1)[CH2:3][CH2:4][OH:5], predict the reaction product. The product is: [NH2:12][C:9]1[CH:10]=[CH:11][C:6]([N:2]([CH3:1])[CH2:3][CH2:4][OH:5])=[N:7][CH:8]=1.